This data is from Full USPTO retrosynthesis dataset with 1.9M reactions from patents (1976-2016). The task is: Predict the reactants needed to synthesize the given product. (1) Given the product [CH3:6][C:7]1([CH3:27])[C:15]2[C:14]3[CH:16]=[CH:17][CH:18]=[CH:19][C:13]=3[CH:12]=[CH:11][C:10]=2[N:9]([C:20]2[CH:25]=[CH:24][CH:23]=[CH:22][CH:21]=2)[C:8]1=[CH2:26], predict the reactants needed to synthesize it. The reactants are: Cl([O-])(=O)(=O)=O.[CH3:6][C:7]1([CH3:27])[C:15]2[C:14]3[CH:16]=[CH:17][CH:18]=[CH:19][C:13]=3[CH:12]=[CH:11][C:10]=2[N+:9]([C:20]2[CH:25]=[CH:24][CH:23]=[CH:22][CH:21]=2)=[C:8]1[CH3:26].C(OCC)C.[OH-].[K+]. (2) Given the product [N+:8]([C:7]1[C:2]([NH:11][C:12]2[CH:17]=[CH:16][CH:15]=[C:14]([C:18]3[CH:23]=[CH:22][CH:21]=[CH:20][N:19]=3)[CH:13]=2)=[N:3][CH:4]=[CH:5][CH:6]=1)([O-:10])=[O:9], predict the reactants needed to synthesize it. The reactants are: Cl[C:2]1[C:7]([N+:8]([O-:10])=[O:9])=[CH:6][CH:5]=[CH:4][N:3]=1.[NH2:11][C:12]1[CH:13]=[C:14]([C:18]2[CH:23]=[CH:22][CH:21]=[CH:20][N:19]=2)[CH:15]=[CH:16][CH:17]=1.C(=O)([O-])[O-].[K+].[K+]. (3) The reactants are: [CH2:1]([N:5]1[C:13]([N:14]2[CH2:19][CH2:18][NH:17][CH2:16][CH2:15]2)=[N:12][C:11]2[C:6]1=[N:7][C:8]([C:27]1[CH:28]=[N:29][C:30]([NH2:33])=[N:31][CH:32]=1)=[N:9][C:10]=2[N:20]1[CH2:25][CH2:24][O:23][CH2:22][C@@H:21]1[CH3:26])[CH:2]([CH3:4])[CH3:3].[OH:34][C@@H:35]([CH3:40])[CH2:36][C:37](O)=[O:38].ON1C2C=CC=CC=2N=N1.Cl.C(N=C=NCCCN(C)C)C.C(N(CC)CC)C.C(=O)([O-])O.[Na+]. Given the product [NH2:33][C:30]1[N:31]=[CH:32][C:27]([C:8]2[N:7]=[C:6]3[C:11]([N:12]=[C:13]([N:14]4[CH2:19][CH2:18][N:17]([C:37](=[O:38])[CH2:36][C@@H:35]([OH:34])[CH3:40])[CH2:16][CH2:15]4)[N:5]3[CH2:1][CH:2]([CH3:4])[CH3:3])=[C:10]([N:20]3[CH2:25][CH2:24][O:23][CH2:22][C@@H:21]3[CH3:26])[N:9]=2)=[CH:28][N:29]=1, predict the reactants needed to synthesize it. (4) Given the product [CH2:1]([O:8][C:9]1[CH:10]=[C:11]([CH:15]=[C:16]([O:18][C@H:19]([CH3:23])[CH2:20][O:21][CH3:22])[CH:17]=1)[C:12]([NH:36][C:33]1[CH:34]=[CH:35][N:31]([CH3:30])[N:32]=1)=[O:14])[C:2]1[CH:3]=[CH:4][CH:5]=[CH:6][CH:7]=1, predict the reactants needed to synthesize it. The reactants are: [CH2:1]([O:8][C:9]1[CH:10]=[C:11]([CH:15]=[C:16]([O:18][C@H:19]([CH3:23])[CH2:20][O:21][CH3:22])[CH:17]=1)[C:12]([OH:14])=O)[C:2]1[CH:7]=[CH:6][CH:5]=[CH:4][CH:3]=1.C(Cl)(=O)C(Cl)=O.[CH3:30][N:31]1[CH:35]=[CH:34][C:33]([NH2:36])=[N:32]1.C(N(CC)CC)C. (5) Given the product [CH3:26][O:25][C:20]1[CH:21]=[C:22]2[C:17](=[CH:18][C:19]=1[O:27][CH3:28])[N:16]=[C:15]([O:11][C@@H:8]1[CH2:9][CH2:10][C@H:5]([O:4][C:1](=[O:3])[CH3:2])[CH2:6][CH2:7]1)[CH:24]=[N:23]2, predict the reactants needed to synthesize it. The reactants are: [C:1]([O:4][C@@H:5]1[CH2:10][CH2:9][C@H:8]([OH:11])[CH2:7][CH2:6]1)(=[O:3])[CH3:2].[H-].[Na+].Cl[C:15]1[CH:24]=[N:23][C:22]2[C:17](=[CH:18][C:19]([O:27][CH3:28])=[C:20]([O:25][CH3:26])[CH:21]=2)[N:16]=1. (6) Given the product [CH:4]1([N:9]2[C:18]3[N:17]=[C:16]([NH:19][C:20]4[CH:36]=[CH:35][C:23]([CH2:24][NH:26][CH2:27][C:28]([CH3:34])([CH3:33])[CH2:29][N:30]([CH3:32])[CH3:31])=[CH:22][C:21]=4[O:37][CH3:38])[N:15]=[CH:14][C:13]=3[N:12]([CH3:39])[CH2:11][C@H:10]2[CH2:41][CH3:42])[CH2:5][CH2:6][CH2:7][CH2:8]1, predict the reactants needed to synthesize it. The reactants are: S(C)C.[CH:4]1([N:9]2[C:18]3[N:17]=[C:16]([NH:19][C:20]4[CH:36]=[CH:35][C:23]([C:24]([NH:26][CH2:27][C:28]([CH3:34])([CH3:33])[CH2:29][N:30]([CH3:32])[CH3:31])=O)=[CH:22][C:21]=4[O:37][CH3:38])[N:15]=[CH:14][C:13]=3[N:12]([CH3:39])[C:11](=O)[C@H:10]2[CH2:41][CH3:42])[CH2:8][CH2:7][CH2:6][CH2:5]1.Cl.CO. (7) Given the product [Br:1][C:2]1[C:7]([O:8][CH2:9][C:10]([F:11])([F:12])[F:13])=[N:6][CH:5]=[C:4]([CH:3]=1)[C:14]([NH:25][CH2:24][C:22]1[O:21][N:20]=[C:19]([C:18]([F:27])([F:26])[F:17])[N:23]=1)=[O:16], predict the reactants needed to synthesize it. The reactants are: [Br:1][C:2]1[CH:3]=[C:4]([C:14]([OH:16])=O)[CH:5]=[N:6][C:7]=1[O:8][CH2:9][C:10]([F:13])([F:12])[F:11].[F:17][C:18]([F:27])([F:26])[C:19]1[N:23]=[C:22]([CH2:24][NH2:25])[O:21][N:20]=1. (8) Given the product [CH3:8][C:6]1[CH:5]=[C:4]([CH:9]([CH3:26])[C:10]([NH:12][C:13]2[CH:18]=[CH:17][C:16]([C:19]3[CH:24]=[CH:23][N:22]=[C:21]([CH3:25])[CH:20]=3)=[CH:15][CH:14]=2)=[O:11])[CH:3]=[C:2]([N:71]2[CH2:70][CH2:69][N:68]([C:63]3[CH:64]=[CH:65][CH:66]=[CH:67][N:62]=3)[CH2:73][CH2:72]2)[CH:7]=1, predict the reactants needed to synthesize it. The reactants are: Br[C:2]1[CH:3]=[C:4]([CH:9]([CH3:26])[C:10]([NH:12][C:13]2[CH:18]=[CH:17][C:16]([C:19]3[CH:24]=[CH:23][N:22]=[C:21]([CH3:25])[CH:20]=3)=[CH:15][CH:14]=2)=[O:11])[CH:5]=[C:6]([CH3:8])[CH:7]=1.CC(C)([O-])C.[Na+].C1(P(C2CCCCC2)C2C=CC=CC=2C2C(OC)=CC=CC=2OC)CCCCC1.[N:62]1[CH:67]=[CH:66][CH:65]=[CH:64][C:63]=1[N:68]1[CH2:73][CH2:72][NH:71][CH2:70][CH2:69]1. (9) Given the product [Br:25][C:21]1[CH:20]=[C:19]2[C:24](=[CH:23][CH:22]=1)[C:15]([CH2:14][N:5]1[C:4](=[O:28])[C@@H:3]([NH:2][C:38](=[O:39])[C@@H:37]([N:36]([CH3:43])[C:34](=[O:35])[O:33][C:29]([CH3:30])([CH3:31])[CH3:32])[CH2:41][CH3:42])[CH2:9][O:8][C:7]3[CH:10]=[CH:11][CH:12]=[CH:13][C:6]1=3)=[C:16]([O:26][CH3:27])[CH:17]=[CH:18]2, predict the reactants needed to synthesize it. The reactants are: Cl.[NH2:2][C@H:3]1[CH2:9][O:8][C:7]2[CH:10]=[CH:11][CH:12]=[CH:13][C:6]=2[N:5]([CH2:14][C:15]2[C:24]3[C:19](=[CH:20][C:21]([Br:25])=[CH:22][CH:23]=3)[CH:18]=[CH:17][C:16]=2[O:26][CH3:27])[C:4]1=[O:28].[C:29]([O:33][C:34]([N:36]([CH3:43])[C@@H:37]([CH2:41][CH3:42])[C:38](O)=[O:39])=[O:35])([CH3:32])([CH3:31])[CH3:30].CCN(C(C)C)C(C)C.CN(C(ON1N=NC2C=CC=CC1=2)=[N+](C)C)C.F[P-](F)(F)(F)(F)F. (10) Given the product [CH2:57]([N:59]([CH2:60][CH3:61])[CH2:62][CH2:63][NH:64][C:17]([C:15]1[CH:14]=[CH:13][C:11]2[NH:12][C:8]([C:7]3[C:2](=[O:1])[NH:3][N:4]=[C:5]([C:20]4[CH:21]=[CH:22][N:23]=[CH:24][CH:25]=4)[CH:6]=3)=[N:9][C:10]=2[CH:16]=1)=[O:19])[CH3:58], predict the reactants needed to synthesize it. The reactants are: [O:1]=[C:2]1[C:7]([C:8]2[NH:9][C:10]3[CH:16]=[C:15]([C:17]([OH:19])=O)[CH:14]=[CH:13][C:11]=3[N:12]=2)=[CH:6][C:5]([C:20]2[CH:25]=[CH:24][N:23]=[CH:22][CH:21]=2)=[N:4][NH:3]1.C(N(CC)CC)C.F[P-](F)(F)(F)(F)F.N1(OC(N(C)C)=[N+](C)C)C2N=CC=CC=2N=N1.[CH2:57]([N:59]([CH2:62][CH2:63][NH2:64])[CH2:60][CH3:61])[CH3:58].